From a dataset of Full USPTO retrosynthesis dataset with 1.9M reactions from patents (1976-2016). Predict the reactants needed to synthesize the given product. Given the product [Cl:1][C:2]1[CH:3]=[CH:4][C:5]([C:8]2[N:9]([C:10]3[CH:15]=[CH:14][C:13]([S:16]([CH3:19])(=[O:17])=[O:18])=[CH:12][CH:11]=3)[CH2:33][C:32]([C:2]3[CH:7]=[CH:6][C:5]([O:24][CH3:21])=[CH:4][CH:3]=3)([C:31]3[CH:36]=[CH:37][C:28]([O:27][CH3:26])=[CH:29][CH:30]=3)[N:20]=2)=[CH:6][CH:7]=1, predict the reactants needed to synthesize it. The reactants are: [Cl:1][C:2]1[CH:7]=[CH:6][C:5]([C:8](=[NH:20])[NH:9][C:10]2[CH:15]=[CH:14][C:13]([S:16]([CH3:19])(=[O:18])=[O:17])=[CH:12][CH:11]=2)=[CH:4][CH:3]=1.[C:21](=[O:24])(O)[O-].[Na+].[CH3:26][O:27][C:28]1[CH:37]=[CH:36][C:31]([C:32](=O)[CH2:33]Br)=[CH:30][CH:29]=1.